Regression. Given two drug SMILES strings and cell line genomic features, predict the synergy score measuring deviation from expected non-interaction effect. From a dataset of NCI-60 drug combinations with 297,098 pairs across 59 cell lines. (1) Drug 1: C1CCC(C1)C(CC#N)N2C=C(C=N2)C3=C4C=CNC4=NC=N3. Drug 2: CC1=C(C(=CC=C1)Cl)NC(=O)C2=CN=C(S2)NC3=CC(=NC(=N3)C)N4CCN(CC4)CCO. Cell line: OVCAR-5. Synergy scores: CSS=5.56, Synergy_ZIP=0.206, Synergy_Bliss=7.19, Synergy_Loewe=-3.51, Synergy_HSA=3.18. (2) Drug 1: C1=CC(=CC=C1CC(C(=O)O)N)N(CCCl)CCCl.Cl. Drug 2: CC1=C(C(=O)C2=C(C1=O)N3CC4C(C3(C2COC(=O)N)OC)N4)N. Cell line: COLO 205. Synergy scores: CSS=52.1, Synergy_ZIP=3.84, Synergy_Bliss=2.39, Synergy_Loewe=2.77, Synergy_HSA=4.84. (3) Drug 1: CN(CCCl)CCCl.Cl. Drug 2: B(C(CC(C)C)NC(=O)C(CC1=CC=CC=C1)NC(=O)C2=NC=CN=C2)(O)O. Cell line: CCRF-CEM. Synergy scores: CSS=74.2, Synergy_ZIP=1.43, Synergy_Bliss=0.686, Synergy_Loewe=-1.01, Synergy_HSA=1.65. (4) Cell line: A498. Drug 1: C#CCC(CC1=CN=C2C(=N1)C(=NC(=N2)N)N)C3=CC=C(C=C3)C(=O)NC(CCC(=O)O)C(=O)O. Synergy scores: CSS=3.22, Synergy_ZIP=-3.00, Synergy_Bliss=-1.12, Synergy_Loewe=-4.99, Synergy_HSA=-5.02. Drug 2: C1=NC2=C(N1)C(=S)N=CN2. (5) Drug 1: C1=CC=C(C=C1)NC(=O)CCCCCCC(=O)NO. Drug 2: C(CN)CNCCSP(=O)(O)O. Cell line: SK-OV-3. Synergy scores: CSS=3.03, Synergy_ZIP=-0.708, Synergy_Bliss=0.913, Synergy_Loewe=-10.6, Synergy_HSA=-1.60. (6) Drug 1: C1=C(C(=O)NC(=O)N1)F. Drug 2: CN(CC1=CN=C2C(=N1)C(=NC(=N2)N)N)C3=CC=C(C=C3)C(=O)NC(CCC(=O)O)C(=O)O. Cell line: SF-268. Synergy scores: CSS=27.1, Synergy_ZIP=-3.27, Synergy_Bliss=1.16, Synergy_Loewe=-0.269, Synergy_HSA=2.61. (7) Cell line: OVCAR-8. Drug 2: COC1=C2C(=CC3=C1OC=C3)C=CC(=O)O2. Drug 1: C1=NC2=C(N=C(N=C2N1C3C(C(C(O3)CO)O)F)Cl)N. Synergy scores: CSS=32.4, Synergy_ZIP=-1.34, Synergy_Bliss=-2.91, Synergy_Loewe=-65.8, Synergy_HSA=-2.70. (8) Drug 1: CN(C)N=NC1=C(NC=N1)C(=O)N. Drug 2: C1C(C(OC1N2C=NC3=C2NC=NCC3O)CO)O. Cell line: OVCAR-8. Synergy scores: CSS=0.679, Synergy_ZIP=-0.330, Synergy_Bliss=-4.78, Synergy_Loewe=-6.62, Synergy_HSA=-6.90.